This data is from Catalyst prediction with 721,799 reactions and 888 catalyst types from USPTO. The task is: Predict which catalyst facilitates the given reaction. (1) Reactant: [Cl:1][C:2]1[CH:3]=[C:4]([N:24]2[C:29](=[O:30])[NH:28][C:27](=[O:31])[C:26]([C:32](NC(=O)OCC)=[O:33])=[N:25]2)[CH:5]=[C:6]([Cl:23])[C:7]=1[C:8]([C:11]1[N:15]=[C:14]([C:16]2[CH:21]=[CH:20][CH:19]=[CH:18][C:17]=2[CH3:22])[O:13][N:12]=1)([CH3:10])[CH3:9].C(O)(=[O:42])C. Product: [Cl:1][C:2]1[CH:3]=[C:4]([N:24]2[C:29](=[O:30])[NH:28][C:27](=[O:31])[C:26]([C:32]([OH:33])=[O:42])=[N:25]2)[CH:5]=[C:6]([Cl:23])[C:7]=1[C:8]([C:11]1[N:15]=[C:14]([C:16]2[CH:21]=[CH:20][CH:19]=[CH:18][C:17]=2[CH3:22])[O:13][N:12]=1)([CH3:9])[CH3:10]. The catalyst class is: 33. (2) Reactant: [CH2:1]([NH:3][C:4]1[CH:9]=[CH:8][CH:7]=[CH:6][C:5]=1[N+:10]([O-])=O)[CH3:2].[BH4-].[Na+].CO. Product: [CH2:1]([NH:3][C:4]1[C:5]([NH2:10])=[CH:6][CH:7]=[CH:8][CH:9]=1)[CH3:2]. The catalyst class is: 312. (3) Reactant: Cl[C:2]1[N:7]=[CH:6][C:5]([CH2:8][C:9]2[CH:10]=[C:11]3[C:16](=[C:17]4[CH:22]=[CH:21][CH:20]=[CH:19][C:18]=24)[N:15]=[CH:14][N:13]([C@H:23]2[CH2:28][CH2:27][CH2:26][CH2:25][C@@H:24]2[OH:29])[C:12]3=[O:30])=[CH:4][CH:3]=1.[Cl-].C[Zn+].[CH2:34](Cl)Cl.O. Product: [OH:29][C@H:24]1[CH2:25][CH2:26][CH2:27][CH2:28][C@@H:23]1[N:13]1[C:12](=[O:30])[C:11]2[C:16](=[C:17]3[CH:22]=[CH:21][CH:20]=[CH:19][C:18]3=[C:9]([CH2:8][C:5]3[CH:6]=[N:7][C:2]([CH3:34])=[CH:3][CH:4]=3)[CH:10]=2)[N:15]=[CH:14]1. The catalyst class is: 450. (4) Product: [O:8]=[C:3]1[CH2:4][CH2:5][C:6](=[O:7])[N:2]1[O:1][C:29]([CH:27]1[CH2:28][C:25](=[O:24])[CH2:26]1)=[O:30]. The catalyst class is: 480. Reactant: [OH:1][N:2]1[C:6](=[O:7])[CH2:5][CH2:4][C:3]1=[O:8].C1(N=C=NC2CCCCC2)CCCCC1.[O:24]=[C:25]1[CH2:28][CH:27]([C:29](O)=[O:30])[CH2:26]1. (5) Reactant: [OH:1][C:2]1[C:11]2[C:6](=[CH:7][CH:8]=[CH:9][CH:10]=2)[C:5]([CH:12]=O)=[CH:4][CH:3]=1.[C:14]([C:16]([C:25]#[N:26])=[C:17]1[CH:22]=[C:21]([CH3:23])[O:20][C:19]([CH3:24])=[CH:18]1)#[N:15].N1CCCCC1. Product: [OH:1][C:2]1[C:11]2[C:6](=[CH:7][CH:8]=[CH:9][CH:10]=2)[C:5](/[CH:12]=[CH:23]/[C:21]2[O:20][C:19]([CH3:24])=[CH:18][C:17](=[C:16]([C:25]#[N:26])[C:14]#[N:15])[CH:22]=2)=[CH:4][CH:3]=1. The catalyst class is: 8. (6) Reactant: C1(PC2C=CC=CC=2)C=CC=CC=1.C([Li])CCC.C[O:20][C:21]1[CH:22]=[C:23]2[C:37](=[CH:38][CH:39]=1)[C:26]1([C:34]3[C:29](=[CH:30][C:31]([O:35]C)=[CH:32][CH:33]=3)[CH2:28][CH2:27]1)[CH:25]=[C:24]2[C:40]1[CH:45]=[CH:44][C:43]([O:46][CH2:47][CH2:48][N:49]2[CH2:54][CH2:53][CH2:52][CH2:51][CH2:50]2)=[CH:42][CH:41]=1.[Cl-:55].[NH4+]. Product: [ClH:55].[N:49]1([CH2:48][CH2:47][O:46][C:43]2[CH:42]=[CH:41][C:40]([C:24]3[C:23]4[C:37](=[CH:38][CH:39]=[C:21]([OH:20])[CH:22]=4)[C:26]4([C:34]5[C:29](=[CH:30][C:31]([OH:35])=[CH:32][CH:33]=5)[CH2:28][CH2:27]4)[CH:25]=3)=[CH:45][CH:44]=2)[CH2:54][CH2:53][CH2:52][CH2:51][CH2:50]1. The catalyst class is: 188. (7) Reactant: Cl.Cl[CH2:3][C:4]1[CH:13]=[CH:12][C:11]2[C:6](=[CH:7][CH:8]=[CH:9][CH:10]=2)[N:5]=1.[C:14]([NH:17][CH:18]([C:24]([O:26][CH2:27][CH3:28])=[O:25])[C:19]([O:21][CH2:22][CH3:23])=[O:20])(=[O:16])[CH3:15].C[O-].[Na+]. Product: [CH2:27]([O:26][C:24](=[O:25])[CH:18]([NH:17][C:14](=[O:16])[CH2:15][CH2:3][C:4]1[CH:13]=[CH:12][C:11]2[C:6](=[CH:7][CH:8]=[CH:9][CH:10]=2)[N:5]=1)[C:19]([O:21][CH2:22][CH3:23])=[O:20])[CH3:28]. The catalyst class is: 14. (8) Reactant: [C:1]([O:5][C:6]([N:8]1[CH2:13][CH2:12][N:11]([C:14]2[N:19]=[C:18](Cl)[C:17]3[CH2:21][NH:22][C:23](=[O:24])[C:16]=3[CH:15]=2)[CH2:10][CH2:9]1)=[O:7])([CH3:4])([CH3:3])[CH3:2].[CH:25]1([NH:31][C:32]2[CH:37]=[C:36]([Sn](C)(C)C)[CH:35]=[CH:34][N:33]=2)[CH2:30][CH2:29][CH2:28][CH2:27][CH2:26]1. Product: [C:1]([O:5][C:6]([N:8]1[CH2:13][CH2:12][N:11]([C:14]2[N:19]=[C:18]([C:36]3[CH:35]=[CH:34][N:33]=[C:32]([NH:31][CH:25]4[CH2:30][CH2:29][CH2:28][CH2:27][CH2:26]4)[CH:37]=3)[C:17]3[CH2:21][NH:22][C:23](=[O:24])[C:16]=3[CH:15]=2)[CH2:10][CH2:9]1)=[O:7])([CH3:4])([CH3:3])[CH3:2]. The catalyst class is: 747.